Dataset: Experimentally validated miRNA-target interactions with 360,000+ pairs, plus equal number of negative samples. Task: Binary Classification. Given a miRNA mature sequence and a target amino acid sequence, predict their likelihood of interaction. (1) The miRNA is dme-miR-5-5p with sequence AAAGGAACGAUCGUUGUGAUAUG. The protein sequence of the target gene is MALQMFVTYSPWNCLLLLVALECSEASSDLNESANSTAQYASNAWFAAASSEPEEGISVFELDYDYVQIPYEVTLWILLASLAKIGFHLYHRLPGLMPESCLLILVGALVGGIIFGTDHKSPPVMDSSIYFLYLLPPIVLEGGYFMPTRPFFENIGSILWWAVLGALINALGIGLSLYLICQVKAFGLGDVNLLQNLLFGSLISAVDPVAVLAVFEEARVNEQLYMMIFGEALLNDGITVVLYNMLIAFTKMHKFEDIETVDILAGCARFIVVGLGGVLFGIVFGFISAFITRFTQNISA.... Result: 0 (no interaction). (2) The miRNA is hsa-miR-335-5p with sequence UCAAGAGCAAUAACGAAAAAUGU. The protein sequence of the target gene is MARPNKFLLWFCCFAWLCFPISLGSQASGGEAQIAASAELESGAMPWSLLQHIDERDRAGLLPALFKVLSVGRGGSPRLQPDSRALHYMKKLYKTYATKEGIPKSNRSHLYNTVRLFTPCTRHKQAPGDQVTGILPSVELLFNLDRITTVEHLLKSVLLYNINNSVSFSSAVKCVCNLMIKEPKSSSRTLGRAPYSFTFNSQFEFGKKHKWIQIDVTSLLQPLVASNKRSIHMSINFTCMKDQLEHPSAQNGLFNMTLVSPSLILYLNDTSAQAYHSWYSLHYKRRPSQGPDQERSLSAY.... Result: 1 (interaction).